The task is: Predict the product of the given reaction.. This data is from Forward reaction prediction with 1.9M reactions from USPTO patents (1976-2016). (1) The product is: [Cl:7][C:8]1[CH:9]=[C:10]([NH:2][NH:3][NH:4][CH:5]=[S:6])[CH:11]=[CH:12][C:13]=1[Cl:14]. Given the reactants O.[NH2:2][NH2:3].[N-:4]=[C:5]=[S:6].[Cl:7][C:8]1[CH:9]=[CH:10][CH:11]=[CH:12][C:13]=1[Cl:14], predict the reaction product. (2) Given the reactants [CH2:1]([O:8][C:9]1[CH:20]=[CH:19][C:12]2[CH:13]=[C:14]([C:16](=[O:18])[CH3:17])[O:15][C:11]=2[CH:10]=1)[C:2]1[CH:7]=[CH:6][CH:5]=[CH:4][CH:3]=1.[BH4-].[Na+].O, predict the reaction product. The product is: [CH2:1]([O:8][C:9]1[CH:20]=[CH:19][C:12]2[CH:13]=[C:14]([CH:16]([OH:18])[CH3:17])[O:15][C:11]=2[CH:10]=1)[C:2]1[CH:3]=[CH:4][CH:5]=[CH:6][CH:7]=1. (3) Given the reactants [NH:1]1[CH:5]=[CH:4][N:3]=[CH:2]1.Cl.[CH2:7]([N:14]([CH2:16][CH2:17]Cl)[CH3:15])[C:8]1[CH:13]=[CH:12][CH:11]=[CH:10][CH:9]=1.C([O-])(O)=O.[Na+], predict the reaction product. The product is: [CH2:7]([N:14]([CH2:16][CH2:17][N:1]1[CH:5]=[CH:4][N:3]=[CH:2]1)[CH3:15])[C:8]1[CH:13]=[CH:12][CH:11]=[CH:10][CH:9]=1. (4) Given the reactants [Cl:1][C:2]1[CH:3]=[C:4]([CH:27]=[C:28]([F:30])[CH:29]=1)[O:5][CH2:6][C:7]1[S:8][C:9]2[C:15]([C:16]3[CH:17]=[C:18]([CH:24]=[CH:25][CH:26]=3)[C:19]([O:21]CC)=[O:20])=[CH:14][CH:13]=[CH:12][C:10]=2[CH:11]=1.[Cl:31][C:32]1[CH:33]=[C:34]([CH:55]=[C:56]([F:58])[CH:57]=1)[O:35][CH2:36][C:37]1[S:38][C:39]2[C:45]([C:46]3[CH:47]=[C:48]([CH:52]=[CH:53][CH:54]=3)[C:49]([OH:51])=O)=[CH:44][CH:43]=[CH:42][C:40]=2[CH:41]=1.Cl.[NH2:60][CH2:61][C:62]([NH2:64])=[O:63], predict the reaction product. The product is: [Cl:1][C:2]1[CH:3]=[C:4]([CH:27]=[C:28]([F:30])[CH:29]=1)[O:5][CH2:6][C:7]1[S:8][C:9]2[C:15]([C:16]3[CH:17]=[C:18]([CH:24]=[CH:25][CH:26]=3)[C:19]([OH:21])=[O:20])=[CH:14][CH:13]=[CH:12][C:10]=2[CH:11]=1.[NH2:64][C:62](=[O:63])[CH2:61][NH:60][C:49](=[O:51])[C:48]1[CH:52]=[CH:53][CH:54]=[C:46]([C:45]2[C:39]3[S:38][C:37]([CH2:36][O:35][C:34]4[CH:55]=[C:56]([F:58])[CH:57]=[C:32]([Cl:31])[CH:33]=4)=[CH:41][C:40]=3[CH:42]=[CH:43][CH:44]=2)[CH:47]=1. (5) Given the reactants [Br:1][C:2]1[CH:3]=[C:4]2[C:9](=[CH:10][CH:11]=1)[N:8]=[CH:7][C:6]([C:12]([CH:14]1[CH2:16][CH2:15]1)=[O:13])=[C:5]2Cl.[CH2:18]([N:21]([CH2:30][CH:31]=[CH2:32])[C:22]1([CH3:29])[CH2:27][CH2:26][CH:25]([NH2:28])[CH2:24][CH2:23]1)[CH:19]=[CH2:20], predict the reaction product. The product is: [Br:1][C:2]1[CH:3]=[C:4]2[C:9](=[CH:10][CH:11]=1)[N:8]=[CH:7][C:6]([C:12]([CH:14]1[CH2:16][CH2:15]1)=[O:13])=[C:5]2[NH:28][CH:25]1[CH2:26][CH2:27][C:22]([N:21]([CH2:18][CH:19]=[CH2:20])[CH2:30][CH:31]=[CH2:32])([CH3:29])[CH2:23][CH2:24]1. (6) Given the reactants [Br:1][C:2]1[CH:10]=[CH:9][CH:8]=[C:7]2[C:3]=1[C:4]([C:20]1[C:21](O)=[CH:22][C:23]3[O:27][C:26]([CH3:29])([CH3:28])[CH2:25][C:24]=3[CH:30]=1)([CH2:18][OH:19])[C:5](=[O:17])[N:6]2[CH2:11][C:12]([O:14][CH2:15][CH3:16])=[O:13].C1(CCN2C3C(=CC=CC=3)C(C3C(O)=CC4OCOC=4C=3)(CO)C2=O)CC1, predict the reaction product. The product is: [Br:1][C:2]1[CH:10]=[CH:9][CH:8]=[C:7]2[C:3]=1[C:4]1([CH2:18][O:19][C:21]3[CH:22]=[C:23]4[C:24](=[CH:30][C:20]1=3)[CH2:25][C:26]([CH3:29])([CH3:28])[O:27]4)[C:5](=[O:17])[N:6]2[CH2:11][C:12]([O:14][CH2:15][CH3:16])=[O:13].